Dataset: Reaction yield outcomes from USPTO patents with 853,638 reactions. Task: Predict the reaction yield, written as a fraction of the theoretical maximum amount of product (1.0 means a 100% yield; for example, 0.34 means a 34% yield). (1) The reactants are [F:1][CH:2]([F:31])[N:3]1[N:19]=[CH:18][C:17]2[NH:16][C:15](=[O:20])[C@H:14]([CH3:21])[CH:13]=[CH:12][CH2:11][C@H:10]([NH:22][C:23](=[O:29])[O:24][C:25]([CH3:28])([CH3:27])[CH3:26])[C:9]3[CH:30]=[C:5]([CH:6]=[CH:7][CH:8]=3)[C:4]1=2. The catalyst is CCO.O=[Pt]=O. The product is [F:31][CH:2]([F:1])[N:3]1[N:19]=[CH:18][C:17]2[NH:16][C:15](=[O:20])[C@H:14]([CH3:21])[CH2:13][CH2:12][CH2:11][C@H:10]([NH:22][C:23](=[O:29])[O:24][C:25]([CH3:26])([CH3:28])[CH3:27])[C:9]3[CH:30]=[C:5]([CH:6]=[CH:7][CH:8]=3)[C:4]1=2. The yield is 0.745. (2) The reactants are [Cl:1][C:2]1[CH:7]=[CH:6][C:5]([C:8]2[O:9][C:10]3[C:11](=[C:13]([C:17]([OH:19])=O)[CH:14]=[CH:15][CH:16]=3)[N:12]=2)=[CH:4][CH:3]=1.S(Cl)(Cl)=O.Cl.Cl.[N:26]12[CH2:33][CH2:32][CH:29]([CH2:30][CH2:31]1)[CH2:28][CH2:27]2.C([N:37](C(C)C)CC)(C)C. The catalyst is C(Cl)Cl. The product is [N:26]12[CH2:33][CH2:32][CH:29]([CH2:30][CH2:31]1)[CH:28]([NH:37][C:17]([C:13]1[CH:14]=[CH:15][CH:16]=[C:10]3[O:9][C:8]([C:5]4[CH:4]=[CH:3][C:2]([Cl:1])=[CH:7][CH:6]=4)=[N:12][C:11]=13)=[O:19])[CH2:27]2. The yield is 0.170.